Dataset: Full USPTO retrosynthesis dataset with 1.9M reactions from patents (1976-2016). Task: Predict the reactants needed to synthesize the given product. (1) Given the product [NH2:20][C@@:19]([C:14]1[N:13]=[CH:12][C:11]2[C:16](=[CH:17][CH:18]=[C:9]([O:8][CH2:1][CH2:2][CH2:3][CH2:4][CH2:5][CH2:6][CH3:7])[CH:10]=2)[N:15]=1)([CH3:25])[CH2:23][OH:22], predict the reactants needed to synthesize it. The reactants are: [CH2:1]([O:8][C:9]1[CH:10]=[C:11]2[C:16](=[CH:17][CH:18]=1)[N:15]=[C:14]([C@:19]1([CH3:25])[CH2:23][O:22]C(=O)[NH:20]1)[N:13]=[CH:12]2)[CH2:2][CH2:3][CH2:4][CH2:5][CH2:6][CH3:7].C(O)C.[OH-].[Li+]. (2) Given the product [C:1]1([S:7]([N:10]2[C:18]3[C:13](=[CH:14][CH:15]=[C:16]([O:19][CH3:20])[CH:17]=3)[C:12]([CH2:21][C:22]3[N:27]=[C:26]([C:28]([NH:41][S:38]([CH3:37])(=[O:40])=[O:39])=[O:30])[CH:25]=[CH:24][CH:23]=3)=[C:11]2[C:31]2[CH:32]=[CH:33][CH:34]=[CH:35][CH:36]=2)(=[O:9])=[O:8])[CH:6]=[CH:5][CH:4]=[CH:3][CH:2]=1, predict the reactants needed to synthesize it. The reactants are: [C:1]1([S:7]([N:10]2[C:18]3[C:13](=[CH:14][CH:15]=[C:16]([O:19][CH3:20])[CH:17]=3)[C:12]([CH2:21][C:22]3[N:27]=[C:26]([C:28]([OH:30])=O)[CH:25]=[CH:24][CH:23]=3)=[C:11]2[C:31]2[CH:36]=[CH:35][CH:34]=[CH:33][CH:32]=2)(=[O:9])=[O:8])[CH:6]=[CH:5][CH:4]=[CH:3][CH:2]=1.[CH3:37][S:38]([NH2:41])(=[O:40])=[O:39].Cl.C(N=C=NCCCN(C)C)C.Cl. (3) Given the product [CH3:1][O:2][C:3]1[CH:4]=[C:5]([CH:32]=[CH:33][C:34]=1[O:35][CH3:36])[CH2:6][CH:7]1[C:13]2[CH:14]=[C:15]([O:20][CH3:21])[C:16]([O:18][CH3:19])=[CH:17][C:12]=2[CH2:11][CH2:10][CH2:9][N:8]1[CH:22]([C:26]1[CH:31]=[CH:30][CH:29]=[CH:28][CH:27]=1)[C:23]([NH:48][CH2:47][C:39]1[N:38]([CH3:37])[C:42]2[CH:43]=[CH:44][CH:45]=[CH:46][C:41]=2[N:40]=1)=[O:24], predict the reactants needed to synthesize it. The reactants are: [CH3:1][O:2][C:3]1[CH:4]=[C:5]([CH:32]=[CH:33][C:34]=1[O:35][CH3:36])[CH2:6][CH:7]1[C:13]2[CH:14]=[C:15]([O:20][CH3:21])[C:16]([O:18][CH3:19])=[CH:17][C:12]=2[CH2:11][CH2:10][CH2:9][N:8]1[CH:22]([C:26]1[CH:31]=[CH:30][CH:29]=[CH:28][CH:27]=1)[C:23](O)=[O:24].[CH3:37][N:38]1[C:42]2[CH:43]=[CH:44][CH:45]=[CH:46][C:41]=2[N:40]=[C:39]1[CH2:47][NH2:48]. (4) Given the product [Cl:1][C:2]1[S:6][C:5]([CH:7]([OH:28])[CH:8]([CH2:14][C:15]2[CH:20]=[CH:19][CH:18]=[C:17]([O:21][C:22]([F:26])([F:27])[CH:23]([F:24])[F:25])[CH:16]=2)[C:9]([O:11][CH2:12][CH3:13])=[O:10])=[CH:4][CH:3]=1, predict the reactants needed to synthesize it. The reactants are: [Cl:1][C:2]1[S:6][C:5]([C:7](=[O:28])[CH:8]([CH2:14][C:15]2[CH:20]=[CH:19][CH:18]=[C:17]([O:21][C:22]([F:27])([F:26])[CH:23]([F:25])[F:24])[CH:16]=2)[C:9]([O:11][CH2:12][CH3:13])=[O:10])=[CH:4][CH:3]=1.Cl. (5) The reactants are: [Cl:1][C:2]1[CH:23]=[C:22]([OH:24])[CH:21]=[C:20]([Cl:25])[C:3]=1[CH2:4][CH:5]1[CH2:9][CH2:8][N:7]([CH:10]2[CH2:18][CH2:17][C:16]3[C:12](=[CH:13][NH:14][N:15]=3)[CH2:11]2)[C:6]1=[O:19].[S:26](O[S:26]([C:29]([F:32])([F:31])[F:30])(=[O:28])=[O:27])([C:29]([F:32])([F:31])[F:30])(=[O:28])=[O:27].O.N#N.[O-:44][S:45]([C:48]([F:51])([F:50])[F:49])(=O)=[O:46]. Given the product [Cl:25][C:20]1[CH:21]=[C:22]([O:24][S:45]([C:48]([F:51])([F:50])[F:49])(=[O:46])=[O:44])[CH:23]=[C:2]([Cl:1])[C:3]=1[CH2:4][CH:5]1[CH2:9][CH2:8][N:7]([CH:10]2[CH2:18][CH2:17][C:16]3[C:12](=[CH:13][N:14]([S:26]([C:29]([F:32])([F:31])[F:30])(=[O:28])=[O:27])[N:15]=3)[CH2:11]2)[C:6]1=[O:19], predict the reactants needed to synthesize it. (6) Given the product [Br:1][C:2]1[CH:7]=[CH:6][C:5]([Cl:8])=[CH:4][C:3]=1[C:9]1[CH:14]=[CH:13][N:12]([CH:15]([CH3:32])[C:16]([NH:18][C:19]2[CH:20]=[CH:21][C:22]([C:23]([OH:25])=[O:24])=[CH:30][CH:31]=2)=[O:17])[C:11](=[O:33])[CH:10]=1, predict the reactants needed to synthesize it. The reactants are: [Br:1][C:2]1[CH:7]=[CH:6][C:5]([Cl:8])=[CH:4][C:3]=1[C:9]1[CH:14]=[CH:13][N:12]([CH:15]([CH3:32])[C:16]([NH:18][C:19]2[CH:31]=[CH:30][C:22]([C:23]([O:25]C(C)(C)C)=[O:24])=[CH:21][CH:20]=2)=[O:17])[C:11](=[O:33])[CH:10]=1.C(O)(C(F)(F)F)=O. (7) Given the product [C:16]([C@@H:13]1[CH2:12][CH2:11][C@H:10]([N:2]([CH3:1])[C:3]([C:32]2[CH:31]=[CH:30][C:29]3=[N:25][O:26][N:27]=[C:28]3[CH:33]=2)=[O:9])[CH2:15][CH2:14]1)#[N:17], predict the reactants needed to synthesize it. The reactants are: [CH3:1][N:2]([CH:10]1[CH2:15][CH2:14][CH:13]([C:16]#[N:17])[CH2:12][CH2:11]1)[C:3](=[O:9])OC(C)(C)C.FC(F)(F)C(O)=O.[N:25]1[O:26][N:27]=[C:28]2[CH:33]=[C:32](C(Cl)=O)[CH:31]=[CH:30][C:29]=12. (8) The reactants are: [C:1]([NH:4][CH:5]([C:9]([OH:11])=[O:10])[CH2:6][O:7][CH3:8])(=[O:3])[CH3:2].[OH-].[Na+].Cl. Given the product [C:1]([NH:4][C@H:5]([CH2:6][O:7][CH3:8])[C:9]([OH:11])=[O:10])(=[O:3])[CH3:2], predict the reactants needed to synthesize it. (9) Given the product [F:38][C:37]([F:40])([F:39])[C:35]([OH:41])=[O:36].[F:38][C:37]([F:40])([F:39])[C:35]([OH:41])=[O:36].[Cl:1][C:2]1[C:10]2[C:5](=[CH:6][CH:7]=[C:8]3[O:15][CH2:14][CH2:13][NH:12][CH2:11][C:9]3=2)[N:4]([S:31]([C:27]2[CH:26]=[N:25][CH:30]=[CH:29][CH:28]=2)(=[O:33])=[O:32])[CH:3]=1, predict the reactants needed to synthesize it. The reactants are: [Cl:1][C:2]1[C:10]2[C:5](=[CH:6][CH:7]=[C:8]3[O:15][CH2:14][CH2:13][N:12](C(OC(C)(C)C)=O)[CH2:11][C:9]3=2)[NH:4][CH:3]=1.[H-].[Na+].[N:25]1[CH:30]=[CH:29][CH:28]=[C:27]([S:31](Cl)(=[O:33])=[O:32])[CH:26]=1.[C:35]([OH:41])([C:37]([F:40])([F:39])[F:38])=[O:36].